Dataset: NCI-60 drug combinations with 297,098 pairs across 59 cell lines. Task: Regression. Given two drug SMILES strings and cell line genomic features, predict the synergy score measuring deviation from expected non-interaction effect. Drug 1: CCC1=C2CN3C(=CC4=C(C3=O)COC(=O)C4(CC)O)C2=NC5=C1C=C(C=C5)O. Drug 2: CN(CC1=CN=C2C(=N1)C(=NC(=N2)N)N)C3=CC=C(C=C3)C(=O)NC(CCC(=O)O)C(=O)O. Cell line: OVCAR-4. Synergy scores: CSS=28.8, Synergy_ZIP=-1.25, Synergy_Bliss=-0.836, Synergy_Loewe=-0.492, Synergy_HSA=0.582.